This data is from Forward reaction prediction with 1.9M reactions from USPTO patents (1976-2016). The task is: Predict the product of the given reaction. (1) Given the reactants [C:1]1([NH:7][C:8]([C:10]2[N:14]3[N:15]=[C:16](Cl)[C:17]([CH:19]4[CH2:23][CH2:22][CH2:21][CH2:20]4)=[CH:18][C:13]3=[N:12][CH:11]=2)=[O:9])[CH:6]=[CH:5][CH:4]=[CH:3][CH:2]=1.[CH3:25][O:26][C:27]1[CH:34]=[CH:33][C:30]([CH2:31][NH2:32])=[CH:29][CH:28]=1, predict the reaction product. The product is: [C:1]1([NH:7][C:8]([C:10]2[N:14]3[N:15]=[C:16]([NH:32][CH2:31][C:30]4[CH:33]=[CH:34][C:27]([O:26][CH3:25])=[CH:28][CH:29]=4)[C:17]([CH:19]4[CH2:23][CH2:22][CH2:21][CH2:20]4)=[CH:18][C:13]3=[N:12][CH:11]=2)=[O:9])[CH:6]=[CH:5][CH:4]=[CH:3][CH:2]=1. (2) Given the reactants C(N(CC1C=CC=CC=1)C1([CH2:14][NH:15][C:16]2[C:25]3[C:20](=[CH:21][CH:22]=[C:23](C)C=3)[N:19]=[C:18]([N:27]3[CH2:33][C:32]4[CH:34]=[CH:35][CH:36]=[CH:37][C:31]=4[S:30](=[O:39])(=[O:38])[CH2:29][CH2:28]3)C=2)CCOC1)C1C=CC=CC=1.[NH2:47][CH2:48][CH2:49][OH:50], predict the reaction product. The product is: [O:38]=[S:30]1(=[O:39])[C:31]2[CH:37]=[CH:36][CH:35]=[CH:34][C:32]=2[CH2:33][N:27]([C:18]2[CH:23]=[C:22]([NH:47][CH2:48][CH2:49][OH:50])[C:21]3[C:20](=[CH:25][CH:16]=[N:15][CH:14]=3)[N:19]=2)[CH2:28][CH2:29]1. (3) Given the reactants P(Br)(Br)[Br:2].[CH2:5]([O:7][C:8]([C:10]1[CH:11]=[N:12][C:13]2[C:18]([C:19]=1O)=[CH:17][C:16]([O:21][CH3:22])=[CH:15][CH:14]=2)=[O:9])[CH3:6], predict the reaction product. The product is: [CH2:5]([O:7][C:8]([C:10]1[CH:11]=[N:12][C:13]2[C:18]([C:19]=1[Br:2])=[CH:17][C:16]([O:21][CH3:22])=[CH:15][CH:14]=2)=[O:9])[CH3:6]. (4) Given the reactants [C-]#N.[K+].[CH:4](=[O:11])[C:5]1[CH:10]=[CH:9][CH:8]=[CH:7][CH:6]=1.[N:12]1C(C)=CC=C[C:13]=1C.O.[CH3:21][C:22]([O:24]C(C)=O)=O, predict the reaction product. The product is: [C:22]([O:11][C@@H:4]([C:5]1[CH:10]=[CH:9][CH:8]=[CH:7][CH:6]=1)[C:13]#[N:12])(=[O:24])[CH3:21]. (5) Given the reactants [CH3:1][N:2]([CH3:9])[C@H:3]([CH2:7][OH:8])[CH:4]([CH3:6])[CH3:5].[CH3:10]I.[F:12][P-:13]([F:18])([F:17])([F:16])([F:15])[F:14].[H+], predict the reaction product. The product is: [OH:8][CH2:7][CH:3]([N+:2]([CH3:10])([CH3:9])[CH3:1])[CH:4]([CH3:6])[CH3:5].[F:12][P-:13]([F:18])([F:17])([F:16])([F:15])[F:14]. (6) Given the reactants [C:1]([O:5][C:6]([NH:8][C:9]1[S:17][C:16]2[C:11](=[N:12][CH:13]=[CH:14][C:15]=2[O:18][CH3:19])[C:10]=1[C:20](O)=[O:21])=[O:7])([CH3:4])([CH3:3])[CH3:2].CN(C(ON1N=NC2C=CC=NC1=2)=[N+](C)C)C.F[P-](F)(F)(F)(F)F.[NH2:47][C:48]1[CH:49]=[N:50][CH:51]=[CH:52][C:53]=1[N:54]1[CH2:59][CH2:58][CH2:57][C@H:56]([NH:60][C:61](=[O:67])[O:62][C:63]([CH3:66])([CH3:65])[CH3:64])[CH2:55]1.CCN(C(C)C)C(C)C.CN(C=O)C, predict the reaction product. The product is: [C:1]([O:5][C:6]([NH:8][C:9]1[S:17][C:16]2[C:11](=[N:12][CH:13]=[CH:14][C:15]=2[O:18][CH3:19])[C:10]=1[C:20]([NH:47][C:48]1[CH:49]=[N:50][CH:51]=[CH:52][C:53]=1[N:54]1[CH2:59][CH2:58][CH2:57][C@H:56]([NH:60][C:61](=[O:67])[O:62][C:63]([CH3:65])([CH3:64])[CH3:66])[CH2:55]1)=[O:21])=[O:7])([CH3:3])([CH3:4])[CH3:2]. (7) The product is: [CH:39]1([CH2:38][C@H:37]([NH:36][C:34](=[O:35])[O:33][C:29]([CH3:31])([CH3:30])[CH3:32])[C:45]([N:26]2[CH2:25][CH2:24][CH:23]([N:14]3[N:13]=[C:12]([C:6]4[CH:7]=[CH:8][C:9]([O:10][CH3:11])=[C:4]([O:3][CH3:2])[CH:5]=4)[C@@H:21]4[C@@H:16]([CH2:17][CH2:18][CH2:19][CH2:20]4)[C:15]3=[O:22])[CH2:28][CH2:27]2)=[O:46])[CH2:40][CH2:41][CH2:42][CH2:43][CH2:44]1. Given the reactants Cl.[CH3:2][O:3][C:4]1[CH:5]=[C:6]([C:12]2[C@@H:21]3[C@@H:16]([CH2:17][CH2:18][CH2:19][CH2:20]3)[C:15](=[O:22])[N:14]([CH:23]3[CH2:28][CH2:27][NH:26][CH2:25][CH2:24]3)[N:13]=2)[CH:7]=[CH:8][C:9]=1[O:10][CH3:11].[C:29]([O:33][C:34]([NH:36][C@H:37]([C:45](O)=[O:46])[CH2:38][CH:39]1[CH2:44][CH2:43][CH2:42][CH2:41][CH2:40]1)=[O:35])([CH3:32])([CH3:31])[CH3:30].CCOC(C(C#N)=NOC(N1CCOCC1)=[N+](C)C)=O.F[P-](F)(F)(F)(F)F.CCN(C(C)C)C(C)C, predict the reaction product. (8) Given the reactants [CH3:1][C:2]1[CH:8]=[CH:7][C:6]([CH3:9])=[CH:5][C:3]=1[NH2:4].[C:10]([O:18]CC)(=O)[CH2:11][C:12]([O:14]CC)=O, predict the reaction product. The product is: [CH3:1][C:2]1[CH:8]=[CH:7][C:6]([CH3:9])=[CH:5][C:3]=1[NH:4][C:12](=[O:14])[CH2:11][C:10]([NH:4][C:3]1[CH:5]=[C:6]([CH3:9])[CH:7]=[CH:8][C:2]=1[CH3:1])=[O:18]. (9) Given the reactants Br[CH2:2][CH2:3][OH:4].[CH:5]([O:8][C:9]([N:11]1[C:20]2[C:15](=[N:16][C:17]([C:21]([F:24])([F:23])[F:22])=[CH:18][CH:19]=2)[C@H:14]([N:25]([CH2:31][C:32]2[CH:37]=[C:36]([C:38]([F:41])([F:40])[F:39])[CH:35]=[C:34]([C:42]([F:45])([F:44])[F:43])[CH:33]=2)[C:26]2[N:27]=[N:28][NH:29][N:30]=2)[CH2:13][C@@H:12]1[CH2:46][CH3:47])=[O:10])([CH3:7])[CH3:6].C(=O)([O-])[O-].[Cs+].[Cs+].O, predict the reaction product. The product is: [CH:5]([O:8][C:9]([N:11]1[C:20]2[C:15](=[N:16][C:17]([C:21]([F:24])([F:23])[F:22])=[CH:18][CH:19]=2)[C@@H:14]([N:25]([CH2:31][C:32]2[CH:37]=[C:36]([C:38]([F:39])([F:40])[F:41])[CH:35]=[C:34]([C:42]([F:43])([F:44])[F:45])[CH:33]=2)[C:26]2[N:27]=[N:28][N:29]([CH2:2][CH2:3][OH:4])[N:30]=2)[CH2:13][C@@H:12]1[CH2:46][CH3:47])=[O:10])([CH3:7])[CH3:6].